This data is from Forward reaction prediction with 1.9M reactions from USPTO patents (1976-2016). The task is: Predict the product of the given reaction. (1) Given the reactants [CH2:1]([N:8]1[CH2:13][C@@H:12]([CH3:14])[NH:11][C@@H:10]([CH3:15])[CH2:9]1)[C:2]1[CH:7]=[CH:6][CH:5]=[CH:4][CH:3]=1.[C:16]([C:18]1[CH:19]=[C:20]([S:24](Cl)(=[O:26])=[O:25])[CH:21]=[CH:22][CH:23]=1)#[N:17], predict the reaction product. The product is: [C:16]([C:18]1[CH:19]=[C:20]([S:24]([N:11]2[C@H:10]([CH3:15])[CH2:9][N:8]([CH2:1][C:2]3[CH:3]=[CH:4][CH:5]=[CH:6][CH:7]=3)[CH2:13][C@@H:12]2[CH3:14])(=[O:26])=[O:25])[CH:21]=[CH:22][CH:23]=1)#[N:17]. (2) Given the reactants [C:1]([C:3]1([OH:16])[CH2:8][CH2:7][N:6]([C:9]([O:11][C:12]([CH3:15])([CH3:14])[CH3:13])=[O:10])[CH2:5][CH2:4]1)#[CH:2].[F:17][C:18]1[CH:25]=[CH:24][C:23](I)=[CH:22][C:19]=1[C:20]#[N:21], predict the reaction product. The product is: [C:20]([C:19]1[CH:22]=[C:23]([C:2]#[C:1][C:3]2([OH:16])[CH2:8][CH2:7][N:6]([C:9]([O:11][C:12]([CH3:13])([CH3:15])[CH3:14])=[O:10])[CH2:5][CH2:4]2)[CH:24]=[CH:25][C:18]=1[F:17])#[N:21]. (3) The product is: [CH:1]1([N:6]2[CH2:12][C:11]([F:13])([F:14])[C:10](=[O:15])[NH:9][C:8]3[CH:16]=[N:17][C:18]([NH:20][C:21]4[CH:29]=[CH:28][C:24]([C:25]([NH:40][CH3:39])=[O:27])=[CH:23][C:22]=4[O:30][CH3:31])=[N:19][C:7]2=3)[CH2:2][CH2:3][CH2:4][CH2:5]1. Given the reactants [CH:1]1([N:6]2[CH2:12][C:11]([F:14])([F:13])[C:10](=[O:15])[NH:9][C:8]3[CH:16]=[N:17][C:18]([NH:20][C:21]4[CH:29]=[CH:28][C:24]([C:25]([OH:27])=O)=[CH:23][C:22]=4[O:30][CH3:31])=[N:19][C:7]2=3)[CH2:5][CH2:4][CH2:3][CH2:2]1.F[P-](F)(F)(F)(F)F.[CH3:39][N:40](C(N(C)C)=[N+]1C2C(=NC=CC=2)[N+]([O-])=N1)C.C(N(C(C)C)CC)(C)C.CN, predict the reaction product. (4) Given the reactants [CH3:1][C:2]1([CH3:43])[N:6]([CH2:7][CH2:8][CH2:9][CH2:10][CH2:11][CH2:12][CH2:13][CH2:14][CH2:15][S:16]([CH2:18][CH2:19]CC(F)(F)C(F)(F)F)=[O:17])[C:5](=[O:28])[N:4]([C:29]2[CH:34]=[CH:33][C:32]([N+:35]([O-:37])=[O:36])=[C:31]([C:38]([F:41])([F:40])[F:39])[CH:30]=2)[C:3]1=[O:42].CC1(C)N(CCCCCCCCCSCC[C:62]([F:74])([F:73])[C:63]([F:72])([F:71])[C:64]([F:70])([F:69])[C:65]([F:68])([F:67])[F:66])C(=O)N(C2C=CC([N+]([O-])=O)=C(C(F)(F)F)C=2)C1=O, predict the reaction product. The product is: [CH3:1][C:2]1([CH3:43])[N:6]([CH2:7][CH2:8][CH2:9][CH2:10][CH2:11][CH2:12][CH2:13][CH2:14][CH2:15][S:16]([CH2:18][CH2:19][C:62]([F:74])([F:73])[C:63]([F:71])([F:72])[C:64]([F:69])([F:70])[C:65]([F:68])([F:67])[F:66])=[O:17])[C:5](=[O:28])[N:4]([C:29]2[CH:34]=[CH:33][C:32]([N+:35]([O-:37])=[O:36])=[C:31]([C:38]([F:39])([F:41])[F:40])[CH:30]=2)[C:3]1=[O:42]. (5) Given the reactants [F:1][C:2]1[CH:7]=[CH:6][CH:5]=[CH:4][C:3]=1[C:8]1([C:14]([O:16]C)=[O:15])[CH2:13][CH2:12][O:11][CH2:10][CH2:9]1.CCO.[OH-].[K+], predict the reaction product. The product is: [F:1][C:2]1[CH:7]=[CH:6][CH:5]=[CH:4][C:3]=1[C:8]1([C:14]([OH:16])=[O:15])[CH2:13][CH2:12][O:11][CH2:10][CH2:9]1. (6) Given the reactants [C:1]12([O:8][C:7]3[CH:9]=[CH:10][CH:11]=[CH:12][C:6]=3[NH:5][C:4]1=[O:13])[CH2:3][CH2:2]2.Cl.C([N:19]([CH2:23][C:24]1[CH:39]=[CH:38][C:27]2[N:28]([CH2:33][CH2:34][CH:35]([CH3:37])[CH3:36])[C:29]([CH2:31]Cl)=[N:30][C:26]=2[CH:25]=1)C(=O)O)(C)(C)C, predict the reaction product. The product is: [NH2:19][CH2:23][C:24]1[CH:39]=[CH:38][C:27]2[N:28]([CH2:33][CH2:34][CH:35]([CH3:36])[CH3:37])[C:29]([CH2:31][N:5]3[C:4](=[O:13])[C:1]4([CH2:3][CH2:2]4)[O:8][C:7]4[CH:9]=[CH:10][CH:11]=[CH:12][C:6]3=4)=[N:30][C:26]=2[CH:25]=1. (7) Given the reactants CC1N=C(N2C(=O)N(CC3C=CC(C(F)(F)F)=CC=3)N=C2)SC=1C(O)=O.[F:27][C:28]1[CH:49]=[CH:48][C:31]([CH2:32][N:33]2[C:37](=[O:38])[N:36]([C:39]3[S:40][C:41]([C:45](O)=[O:46])=[C:42]([CH3:44])[N:43]=3)[CH:35]=[N:34]2)=[CH:30][CH:29]=1.[CH3:50][N:51]1[CH:55]=[C:54]([CH2:56][NH2:57])[CH:53]=[N:52]1, predict the reaction product. The product is: [F:27][C:28]1[CH:29]=[CH:30][C:31]([CH2:32][N:33]2[C:37](=[O:38])[N:36]([C:39]3[S:40][C:41]([C:45]([NH:57][CH2:56][C:54]4[CH:53]=[N:52][N:51]([CH3:50])[CH:55]=4)=[O:46])=[C:42]([CH3:44])[N:43]=3)[CH:35]=[N:34]2)=[CH:48][CH:49]=1.